Task: Predict the reaction yield, written as a fraction of the theoretical maximum amount of product (1.0 means a 100% yield; for example, 0.34 means a 34% yield).. Dataset: Reaction yield outcomes from USPTO patents with 853,638 reactions (1) The reactants are [O:1]=[C:2]1[CH2:11][CH2:10][CH2:9][C:8]2[CH:7]=[C:6]([C:12]([O:14][CH3:15])=[O:13])[CH:5]=[CH:4][C:3]1=2.[CH:16]1([CH:21]=O)[CH2:20][CH2:19][CH2:18][CH2:17]1.N1CCCC1. The catalyst is CO. The product is [CH:16]1([CH:21]=[C:11]2[CH2:10][CH2:9][C:8]3[CH:7]=[C:6]([C:12]([O:14][CH3:15])=[O:13])[CH:5]=[CH:4][C:3]=3[C:2]2=[O:1])[CH2:20][CH2:19][CH2:18][CH2:17]1. The yield is 0.600. (2) The reactants are BrC1C=CC(S([O:11][C@@H:12]2[CH2:16][N:15]([C:17]([O:19][C:20]([CH3:23])([CH3:22])[CH3:21])=[O:18])[C@H:14]([C:24]([O:26][CH3:27])=[O:25])[CH2:13]2)(=O)=O)=CC=1.[Br:28][C:29]1[CH:30]=[C:31]2[C:36](=[CH:37][CH:38]=1)[NH:35][C:34]([C:39]1[CH:44]=[CH:43][CH:42]=[CH:41][CH:40]=1)=[CH:33][C:32]2=O.C(=O)([O-])[O-].[Cs+].[Cs+].O. The catalyst is CN1CCCC1. The product is [Br:28][C:29]1[CH:30]=[C:31]2[C:36](=[CH:37][CH:38]=1)[N:35]=[C:34]([C:39]1[CH:44]=[CH:43][CH:42]=[CH:41][CH:40]=1)[CH:33]=[C:32]2[O:11][C@H:12]1[CH2:16][N:15]([C:17]([O:19][C:20]([CH3:21])([CH3:22])[CH3:23])=[O:18])[C@H:14]([C:24]([O:26][CH3:27])=[O:25])[CH2:13]1. The yield is 0.620. (3) The reactants are [BrH:1].S(=O)(=O)(O)O.[Cl:7][C:8]1[CH:17]=[C:16]2[C:11]([C:12]([NH:18][CH2:19][CH2:20][O:21][CH2:22][CH2:23]O)=[CH:13][CH:14]=[N:15]2)=[CH:10][CH:9]=1.C([O-])(O)=O.[Na+]. The catalyst is O. The product is [Br:1][CH2:23][CH2:22][O:21][CH2:20][CH2:19][NH:18][C:12]1[C:11]2[C:16](=[CH:17][C:8]([Cl:7])=[CH:9][CH:10]=2)[N:15]=[CH:14][CH:13]=1. The yield is 0.310. (4) The reactants are N(C(OCC)=O)=NC(OCC)=O.[OH:13][CH2:14][C:15]1[N:19]2[C:20](=[O:36])[N:21]([CH:23]3[CH2:28][CH2:27][N:26]([C:29]([O:31][C:32]([CH3:35])([CH3:34])[CH3:33])=[O:30])[CH2:25][CH2:24]3)[CH2:22][C:18]2=[CH:17][N:16]=1.[C:37]([NH:40][C@H:41]([C:45](O)=[O:46])[CH:42]([CH3:44])[CH3:43])(=[O:39])[CH3:38].C1(P(C2C=CC=CC=2)C2C=CC=CC=2)C=CC=CC=1. The catalyst is C1(C)C=CC=CC=1.C1COCC1.C(OCC)(=O)C.O. The product is [C:37]([NH:40][C@H:41]([C:45]([O:13][CH2:14][C:15]1[N:19]2[C:20](=[O:36])[N:21]([CH:23]3[CH2:24][CH2:25][N:26]([C:29]([O:31][C:32]([CH3:33])([CH3:35])[CH3:34])=[O:30])[CH2:27][CH2:28]3)[CH2:22][C:18]2=[CH:17][N:16]=1)=[O:46])[CH:42]([CH3:44])[CH3:43])(=[O:39])[CH3:38]. The yield is 0.420. (5) The reactants are N(C(OC(C)C)=O)=NC(OC(C)C)=O.[F:15][C:16]1[CH:17]=[C:18]([C:22]2[CH:30]=[C:29]3[C:25]([CH2:26][CH2:27][CH:28]3[OH:31])=[CH:24][CH:23]=2)[CH:19]=[CH:20][CH:21]=1.C1(P(C2C=CC=CC=2)C2C=CC=CC=2)C=CC=CC=1.O[C:52]1[CH:53]=[C:54]([CH:61]=[CH:62][CH:63]=1)[O:55][CH2:56][C:57]([O:59][CH3:60])=[O:58]. The catalyst is ClCCl. The product is [F:15][C:16]1[CH:17]=[C:18]([C:22]2[CH:30]=[C:29]3[C:25]([CH2:26][CH2:27][CH:28]3[O:31][C:52]3[CH:53]=[C:54]([CH:61]=[CH:62][CH:63]=3)[O:55][CH2:56][C:57]([O:59][CH3:60])=[O:58])=[CH:24][CH:23]=2)[CH:19]=[CH:20][CH:21]=1. The yield is 0.400. (6) The reactants are [Cl:1][C:2]1[CH:30]=[CH:29][C:5]([CH2:6][C:7]2[N:8]=[C:9]([C:17]3[C:18]([CH3:28])=[N:19][N:20]4[CH:25]=[CH:24][C:23]([CH2:26][NH2:27])=[CH:22][C:21]=34)[S:10][C:11]=2[C:12]2[NH:16][CH:15]=[N:14][N:13]=2)=[CH:4][CH:3]=1.Cl.[N:32]1([C:37](N)=[NH:38])C=CC=N1.C(N(CC)C(C)C)(C)C. The catalyst is CN(C)C=O.O.CO.CCOC(C)=O. The product is [Cl:1][C:2]1[CH:3]=[CH:4][C:5]([CH2:6][C:7]2[N:8]=[C:9]([C:17]3[C:18]([CH3:28])=[N:19][N:20]4[CH:25]=[CH:24][C:23]([CH2:26][NH:27][C:37]([NH2:38])=[NH:32])=[CH:22][C:21]=34)[S:10][C:11]=2[C:12]2[NH:16][CH:15]=[N:14][N:13]=2)=[CH:29][CH:30]=1. The yield is 0.300. (7) The reactants are CO.[CH3:3][NH2:4].[BH4-].[Na+].[Br:7][C:8]1[N:12]([S:13]([C:16]2[CH:21]=[CH:20][CH:19]=[CH:18][CH:17]=2)(=[O:15])=[O:14])[CH:11]=[C:10]([CH:22]=O)[C:9]=1[CH:24]([CH3:26])[CH3:25]. No catalyst specified. The product is [Br:7][C:8]1[N:12]([S:13]([C:16]2[CH:21]=[CH:20][CH:19]=[CH:18][CH:17]=2)(=[O:15])=[O:14])[CH:11]=[C:10]([CH2:22][NH:4][CH3:3])[C:9]=1[CH:24]([CH3:26])[CH3:25]. The yield is 0.110. (8) The reactants are [CH3:1][O:2][C:3]1[CH:4]=[C:5]2[C:10](=[CH:11][CH:12]=1)[CH:9]([CH2:13][C:14]1[CH:19]=[CH:18][C:17]([O:20][CH2:21][C:22]3[CH:27]=[CH:26][CH:25]=[CH:24][CH:23]=3)=[CH:16][CH:15]=1)[NH:8][CH2:7][CH2:6]2.[O:28]1[CH2:33][CH2:32][C:31](=O)[CH2:30][CH2:29]1. No catalyst specified. The product is [CH3:1][O:2][C:3]1[CH:4]=[C:5]2[C:10](=[CH:11][CH:12]=1)[CH:9]([CH2:13][C:14]1[CH:19]=[CH:18][C:17]([O:20][CH2:21][C:22]3[CH:27]=[CH:26][CH:25]=[CH:24][CH:23]=3)=[CH:16][CH:15]=1)[N:8]([CH:31]1[CH2:32][CH2:33][O:28][CH2:29][CH2:30]1)[CH2:7][CH2:6]2. The yield is 0.780.